Dataset: Full USPTO retrosynthesis dataset with 1.9M reactions from patents (1976-2016). Task: Predict the reactants needed to synthesize the given product. (1) Given the product [C:22]([NH:30][C:31]([NH:21][C:9]1[C:8]([O:1][C:2]2[CH:7]=[CH:6][CH:5]=[CH:4][CH:3]=2)=[CH:13][C:12]([S:14][C:15]2[CH:20]=[CH:19][CH:18]=[CH:17][N:16]=2)=[CH:11][N:10]=1)=[S:32])(=[O:29])[C:23]1[CH:28]=[CH:27][CH:26]=[CH:25][CH:24]=1, predict the reactants needed to synthesize it. The reactants are: [O:1]([C:8]1[C:9]([NH2:21])=[N:10][CH:11]=[C:12]([S:14][C:15]2[CH:20]=[CH:19][CH:18]=[CH:17][N:16]=2)[CH:13]=1)[C:2]1[CH:7]=[CH:6][CH:5]=[CH:4][CH:3]=1.[C:22]([N:30]=[C:31]=[S:32])(=[O:29])[C:23]1[CH:28]=[CH:27][CH:26]=[CH:25][CH:24]=1. (2) Given the product [NH2:6][CH2:5][CH2:4][CH2:3][CH2:2][CH2:1][NH:7][C:9]1[CH:14]=[C:13]([C:15]2[CH:20]=[CH:19][CH:18]=[C:17]([CH3:21])[C:16]=2[CH3:22])[N:12]=[C:11]([NH2:23])[N:10]=1, predict the reactants needed to synthesize it. The reactants are: [CH2:1]([NH2:7])[CH2:2][CH2:3][CH2:4][CH2:5][NH2:6].Cl[C:9]1[CH:14]=[C:13]([C:15]2[CH:20]=[CH:19][CH:18]=[C:17]([CH3:21])[C:16]=2[CH3:22])[N:12]=[C:11]([NH2:23])[N:10]=1. (3) Given the product [F:12][C:13]1[CH:14]=[C:15]([C:2]2[CH:11]=[N:10][C:9]3[C:4](=[CH:5][CH:6]=[CH:7][CH:8]=3)[N:3]=2)[CH:16]=[C:17]([F:19])[CH:18]=1, predict the reactants needed to synthesize it. The reactants are: Cl[C:2]1[CH:11]=[N:10][C:9]2[C:4](=[CH:5][CH:6]=[CH:7][CH:8]=2)[N:3]=1.[F:12][C:13]1[CH:14]=[C:15](B(O)O)[CH:16]=[C:17]([F:19])[CH:18]=1.C1(C)C=CC=CC=1.C(=O)([O-])[O-].[K+].[K+]. (4) The reactants are: [CH3:1][C:2]1[N:3]=[CH:4][N:5]([C:7]2[CH:8]=[C:9]([CH:14]=[CH:15][CH:16]=2)[C:10]([O:12]C)=O)[CH:6]=1.N(C1C=C(C=CC=1)C(O)=O)=C=S.COC(OC)C(N)C.[C:37]([O:40][C:41]([CH3:44])([CH3:43])[CH3:42])(=[O:39])[CH3:38].[Li]. Given the product [C:41]([O:40][C:37](=[O:39])[CH2:38][C:10]([C:9]1[CH:14]=[CH:15][CH:16]=[C:7]([N:5]2[CH:6]=[C:2]([CH3:1])[N:3]=[CH:4]2)[CH:8]=1)=[O:12])([CH3:44])([CH3:43])[CH3:42], predict the reactants needed to synthesize it. (5) Given the product [CH2:1]([O:8][C:9]1([C:12]2[CH:17]=[CH:16][C:15]([C:18]#[C:19][C:20]3[CH:21]=[CH:22][C:23]([CH2:26][C:27]([O:29][CH3:30])=[O:28])=[CH:24][CH:25]=3)=[CH:14][C:13]=2[CH3:31])[CH2:11][CH2:10]1)[C:2]1[CH:7]=[CH:6][CH:5]=[CH:4][CH:3]=1, predict the reactants needed to synthesize it. The reactants are: [CH2:1]([O:8][C:9]1([C:12]2[CH:17]=[CH:16][C:15]([C:18]#[C:19][C:20]3[CH:25]=[CH:24][C:23]([CH2:26][C:27]([O:29][CH3:30])=[O:28])=[CH:22][CH:21]=3)=[CH:14][CH:13]=2)[CH2:11][CH2:10]1)[C:2]1[CH:7]=[CH:6][CH:5]=[CH:4][CH:3]=1.[CH3:31]OC(=O)CC1C=CC(I)=CC=1. (6) Given the product [C:18]([N:14]1[CH2:15][CH2:16][CH2:17][C@@H:12]([N:8]2[C:4]3=[N:5][CH:6]=[N:7][C:2]([NH2:1])=[C:3]3[C:10]([C:34]3[CH:35]=[CH:36][C:31]([C:29]([NH:28][C:26]4[S:25][N:24]=[C:23]([CH3:22])[CH:27]=4)=[O:30])=[CH:32][CH:33]=3)=[N:9]2)[CH2:13]1)(=[O:21])[CH:19]=[CH2:20], predict the reactants needed to synthesize it. The reactants are: [NH2:1][C:2]1[N:7]=[CH:6][N:5]=[C:4]2[N:8]([C@@H:12]3[CH2:17][CH2:16][CH2:15][N:14]([C:18](=[O:21])[CH:19]=[CH2:20])[CH2:13]3)[N:9]=[C:10](I)[C:3]=12.[CH3:22][C:23]1[CH:27]=[C:26]([NH:28][C:29]([C:31]2[CH:36]=[CH:35][C:34](B(O)O)=[CH:33][CH:32]=2)=[O:30])[S:25][N:24]=1.C([O-])([O-])=O.[Cs+].[Cs+].O1CCOCC1. (7) Given the product [S:32](=[O:35])(=[O:34])([O:1][C:2]1[CH:3]=[CH:4][C:5]([C:8]2[N:9]=[CH:10][N:11]([C:13](=[O:14])[N:15]([CH:17]3[CH2:22][CH2:21][N:20]([CH2:23][C:24]4[CH:29]=[CH:28][CH:27]=[C:26]([O:30][CH3:31])[CH:25]=4)[CH2:19][CH2:18]3)[CH3:16])[CH:12]=2)=[CH:6][CH:7]=1)[NH2:33], predict the reactants needed to synthesize it. The reactants are: [OH:1][C:2]1[CH:7]=[CH:6][C:5]([C:8]2[N:9]=[CH:10][N:11]([C:13]([N:15]([CH:17]3[CH2:22][CH2:21][N:20]([CH2:23][C:24]4[CH:29]=[CH:28][CH:27]=[C:26]([O:30][CH3:31])[CH:25]=4)[CH2:19][CH2:18]3)[CH3:16])=[O:14])[CH:12]=2)=[CH:4][CH:3]=1.[S:32](Cl)(=[O:35])(=[O:34])[NH2:33]. (8) Given the product [CH:11]1([NH:17][C:18]([CH:20]2[CH2:21][CH2:22][N:23]([CH2:8][C:6]3[CH:5]=[CH:4][N:3]=[C:2]([Br:1])[CH:7]=3)[CH2:24][CH2:25]2)=[O:19])[CH2:12][CH2:13][CH2:14][CH2:15][CH2:16]1, predict the reactants needed to synthesize it. The reactants are: [Br:1][C:2]1[CH:7]=[C:6]([CH:8]=O)[CH:5]=[CH:4][N:3]=1.Cl.[CH:11]1([NH:17][C:18]([CH:20]2[CH2:25][CH2:24][NH:23][CH2:22][CH2:21]2)=[O:19])[CH2:16][CH2:15][CH2:14][CH2:13][CH2:12]1.CCN(C(C)C)C(C)C.C(O[BH-](OC(=O)C)OC(=O)C)(=O)C.[Na+].C([O-])(O)=O.[Na+]. (9) Given the product [CH2:16]([C:14]1[NH:8][C:9]2[C:10]([CH:11]=1)=[CH:12][C:24]([O:25][CH3:26])=[CH:23][CH:22]=2)[CH:3]([CH3:1])[CH3:4], predict the reactants needed to synthesize it. The reactants are: [CH:1]([Li])([CH2:3][CH3:4])C.CO[N:8]([CH3:14])[C:9](=O)[CH:10]([CH3:12])[CH3:11].F[C:16](F)(F)C(O)=O.[CH2:22]1[CH2:26][O:25][CH2:24][CH2:23]1.